This data is from Full USPTO retrosynthesis dataset with 1.9M reactions from patents (1976-2016). The task is: Predict the reactants needed to synthesize the given product. Given the product [C:7]([C:6]1[CH:9]=[CH:10][C:3]([CH:1]2[C:19]([C:16]3[S:17][CH:18]=[C:14]([CH3:13])[N:15]=3)=[C:20]([CH2:21][CH3:22])[NH:24][C:25]([CH3:29])=[C:26]2[C:27]#[N:28])=[C:4]([O:11][CH3:12])[CH:5]=1)#[N:8], predict the reactants needed to synthesize it. The reactants are: [CH:1]([C:3]1[CH:10]=[CH:9][C:6]([C:7]#[N:8])=[CH:5][C:4]=1[O:11][CH3:12])=O.[CH3:13][C:14]1[N:15]=[C:16]([CH2:19][C:20](=O)[CH2:21][CH3:22])[S:17][CH:18]=1.[NH2:24]/[C:25](/[CH3:29])=[CH:26]\[C:27]#[N:28].